This data is from Catalyst prediction with 721,799 reactions and 888 catalyst types from USPTO. The task is: Predict which catalyst facilitates the given reaction. (1) Reactant: Br[C:2]1[S:6][C:5]([CH:7]=[O:8])=[CH:4][C:3]=1[C:9]1[CH:14]=[CH:13][CH:12]=[CH:11][CH:10]=1.[C:15]1([O-:21])[CH:20]=[CH:19][CH:18]=[CH:17][CH:16]=1.[Na+].O. Product: [O:21]([C:2]1[S:6][C:5]([CH:7]=[O:8])=[CH:4][C:3]=1[C:9]1[CH:14]=[CH:13][CH:12]=[CH:11][CH:10]=1)[C:15]1[CH:20]=[CH:19][CH:18]=[CH:17][CH:16]=1. The catalyst class is: 9. (2) Reactant: C(N(CC)CC)C.[C:8](Cl)(=[O:10])[CH3:9].Cl.[F:13][C:14]1[CH:15]=[CH:16][C:17]([CH2:20][O:21][C:22]2[CH:27]=[CH:26][N:25]([C:28]3[CH:29]=[CH:30][C:31]4[C:32]5[CH2:42][NH:41][CH2:40][CH2:39][CH2:38][C:33]=5[N:34]([CH3:37])[C:35]=4[CH:36]=3)[C:24](=[O:43])[CH:23]=2)=[N:18][CH:19]=1. Product: [C:8]([N:41]1[CH2:40][CH2:39][CH2:38][C:33]2[N:34]([CH3:37])[C:35]3[CH:36]=[C:28]([N:25]4[CH:26]=[CH:27][C:22]([O:21][CH2:20][C:17]5[CH:16]=[CH:15][C:14]([F:13])=[CH:19][N:18]=5)=[CH:23][C:24]4=[O:43])[CH:29]=[CH:30][C:31]=3[C:32]=2[CH2:42]1)(=[O:10])[CH3:9]. The catalyst class is: 79. (3) Reactant: [CH3:1][N:2]([CH3:29])[C:3]1[C:12]2[C:7](=[CH:8][CH:9]=[CH:10][CH:11]=2)[N:6]=[C:5](/[CH:13]=[CH:14]/[C:15]2[N:20]=[C:19]([C:21]([OH:23])=O)[CH:18]=[C:17]([N:24]3[CH2:28][CH2:27][CH2:26][CH2:25]3)[N:16]=2)[N:4]=1.[CH:30]1([NH2:33])[CH2:32][CH2:31]1.Cl.C(N=C=NCCCN(C)C)C.ON1C2C=CC=CC=2N=N1.C(=O)(O)[O-].[Na+]. Product: [CH:30]1([NH:33][C:21]([C:19]2[CH:18]=[C:17]([N:24]3[CH2:25][CH2:26][CH2:27][CH2:28]3)[N:16]=[C:15](/[CH:14]=[CH:13]/[C:5]3[N:4]=[C:3]([N:2]([CH3:1])[CH3:29])[C:12]4[C:7](=[CH:8][CH:9]=[CH:10][CH:11]=4)[N:6]=3)[N:20]=2)=[O:23])[CH2:32][CH2:31]1. The catalyst class is: 9. (4) Reactant: [H-].[Na+].[F:3][C:4]([F:8])([F:7])[CH2:5][OH:6].[Br:9][C:10]1[CH:11]=[N:12][CH:13]=[C:14](Br)[CH:15]=1. Product: [Br:9][C:10]1[CH:11]=[N:12][CH:13]=[C:14]([O:6][CH2:5][C:4]([F:8])([F:7])[F:3])[CH:15]=1. The catalyst class is: 18. (5) Reactant: [NH2:1][C:2]1[NH:18][C:5]2=[CH:6][C:7]3[C:8]([CH3:17])([CH3:16])[C:9](=[O:15])[N:10]([CH2:13][CH3:14])[C:11]=3[CH:12]=[C:4]2[N:3]=1.[C:19](Cl)(=[O:26])[C:20]1[CH:25]=[CH:24][CH:23]=[CH:22][CH:21]=1.O. Product: [CH2:13]([N:10]1[C:11]2[CH:12]=[C:4]3[N:3]=[C:2]([NH:1][C:19](=[O:26])[C:20]4[CH:25]=[CH:24][CH:23]=[CH:22][CH:21]=4)[NH:18][C:5]3=[CH:6][C:7]=2[C:8]([CH3:17])([CH3:16])[C:9]1=[O:15])[CH3:14]. The catalyst class is: 17. (6) Reactant: [CH3:1][O:2][C:3]1[CH:47]=[C:46]([O:48][CH3:49])[CH:45]=[CH:44][C:4]=1[CH2:5][N:6]1[C:9](=[O:10])[C@@H:8]([NH:11][C:12](=[O:21])[O:13][CH2:14][C:15]2[CH:20]=[CH:19][CH:18]=[CH:17][CH:16]=2)[C@H:7]1[CH2:22][N:23]1[N:27]=[C:26]([CH2:28]O)[C:25]([CH2:30][NH:31][S:32]([C:35]2[CH:40]=[CH:39][CH:38]=[CH:37][C:36]=2[N+:41]([O-:43])=[O:42])(=[O:34])=[O:33])=[N:24]1.C1(P(C2C=CC=CC=2)C2C=CC=CC=2)C=CC=CC=1.CC(OC(/N=N/C(OC(C)C)=O)=O)C. Product: [CH3:1][O:2][C:3]1[CH:47]=[C:46]([O:48][CH3:49])[CH:45]=[CH:44][C:4]=1[CH2:5][N:6]1[C:9](=[O:10])[C@@H:8]([NH:11][C:12](=[O:21])[O:13][CH2:14][C:15]2[CH:20]=[CH:19][CH:18]=[CH:17][CH:16]=2)[C@H:7]1[CH2:22][N:23]1[N:27]=[C:26]2[CH2:28][N:31]([S:32]([C:35]3[CH:40]=[CH:39][CH:38]=[CH:37][C:36]=3[N+:41]([O-:43])=[O:42])(=[O:34])=[O:33])[CH2:30][C:25]2=[N:24]1. The catalyst class is: 1. (7) Reactant: [CH:1]([C:3]1[CH:8]=[CH:7][CH:6]=[CH:5][C:4]=1B(O)O)=[O:2].Br[C:13]1[CH:17]=[CH:16][S:15][CH:14]=1.C(=O)([O-])[O-].[Na+].[Na+]. Product: [S:15]1[CH:16]=[CH:17][C:13]([C:4]2[CH:5]=[CH:6][CH:7]=[CH:8][C:3]=2[CH:1]=[O:2])=[CH:14]1. The catalyst class is: 745. (8) Reactant: C([N:8](CC1C=CC=CC=1)[CH2:9][C:10]([F:17])([F:16])[C:11]([O:13][CH2:14][CH3:15])=[O:12])C1C=CC=CC=1.C(O)(C(F)(F)F)=O. Product: [NH2:8][CH2:9][C:10]([F:17])([F:16])[C:11]([O:13][CH2:14][CH3:15])=[O:12]. The catalyst class is: 14.